Dataset: Reaction yield outcomes from USPTO patents with 853,638 reactions. Task: Predict the reaction yield, written as a fraction of the theoretical maximum amount of product (1.0 means a 100% yield; for example, 0.34 means a 34% yield). The reactants are Cl[CH2:2][CH2:3][CH2:4][N:5]1[C:14]2[C:9](=[CH:10][C:11]([F:16])=[C:12]([F:15])[CH:13]=2)[CH2:8][CH2:7][C:6]1=[O:17].[NH:18]1[CH2:23][CH2:22][CH:21]([CH2:24][CH2:25][O:26][C:27](=[O:32])[C:28]([CH3:31])([CH3:30])[CH3:29])[CH2:20][CH2:19]1.C([O-])([O-])=O.[Cs+].[Cs+].O. The catalyst is CN(C=O)C. The product is [F:16][C:11]1[CH:10]=[C:9]2[C:14](=[CH:13][C:12]=1[F:15])[N:5]([CH2:4][CH2:3][CH2:2][N:18]1[CH2:23][CH2:22][CH:21]([CH2:24][CH2:25][O:26][C:27](=[O:32])[C:28]([CH3:30])([CH3:29])[CH3:31])[CH2:20][CH2:19]1)[C:6](=[O:17])[CH2:7][CH2:8]2. The yield is 0.240.